This data is from Forward reaction prediction with 1.9M reactions from USPTO patents (1976-2016). The task is: Predict the product of the given reaction. Given the reactants Cl[C:2]1[C:7]([C:8]([F:11])([F:10])[F:9])=[CH:6][N:5]=[C:4]([NH:12][C:13]2[CH:18]=[CH:17][CH:16]=[CH:15][C:14]=2[O:19][CH3:20])[N:3]=1.[NH2:21][C:22]1[CH:23]=[CH:24][C:25]([CH:33]2[CH2:38][CH2:37][CH:36]([P:39](=[O:46])([O:43][CH2:44][CH3:45])[O:40][CH2:41][CH3:42])[CH2:35][CH2:34]2)=[C:26]2[C:30]=1[C:29](=[O:31])[N:28]([CH3:32])[CH2:27]2, predict the reaction product. The product is: [CH3:20][O:19][C:14]1[CH:15]=[CH:16][CH:17]=[CH:18][C:13]=1[NH:12][C:4]1[N:3]=[C:2]([NH:21][C:22]2[CH:23]=[CH:24][C:25]([CH:33]3[CH2:34][CH2:35][CH:36]([P:39](=[O:46])([O:43][CH2:44][CH3:45])[O:40][CH2:41][CH3:42])[CH2:37][CH2:38]3)=[C:26]3[C:30]=2[C:29](=[O:31])[N:28]([CH3:32])[CH2:27]3)[C:7]([C:8]([F:11])([F:10])[F:9])=[CH:6][N:5]=1.